From a dataset of Forward reaction prediction with 1.9M reactions from USPTO patents (1976-2016). Predict the product of the given reaction. (1) Given the reactants [CH3:1][O:2][C:3]1[C:24]([O:25][CH3:26])=[CH:23][C:6]2[N:7]([CH2:10][C:11]3[CH:22]=[CH:21][C:14]4[N:15]=[C:16](S(C)=O)[O:17][C:13]=4[CH:12]=3)[CH:8]=[N:9][C:5]=2[CH:4]=1.[CH:27]1([CH2:33][NH2:34])[CH2:32][CH2:31][CH2:30][CH2:29][CH2:28]1.CCN(C(C)C)C(C)C, predict the reaction product. The product is: [CH:27]1([CH2:33][NH:34][C:16]2[O:17][C:13]3[CH:12]=[C:11]([CH2:10][N:7]4[C:6]5[CH:23]=[C:24]([O:25][CH3:26])[C:3]([O:2][CH3:1])=[CH:4][C:5]=5[N:9]=[CH:8]4)[CH:22]=[CH:21][C:14]=3[N:15]=2)[CH2:32][CH2:31][CH2:30][CH2:29][CH2:28]1. (2) Given the reactants [F:1][C:2]1([F:23])[CH2:4][CH:3]1[CH2:5][N:6]1[CH2:10][CH2:9][N:8]([C:11]2[S:12][C:13]([C:17]([O:19]CC)=[O:18])=[C:14]([CH3:16])[N:15]=2)[C:7]1=[O:22].O.[OH-].[Li+].Cl, predict the reaction product. The product is: [F:23][C:2]1([F:1])[CH2:4][CH:3]1[CH2:5][N:6]1[CH2:10][CH2:9][N:8]([C:11]2[S:12][C:13]([C:17]([OH:19])=[O:18])=[C:14]([CH3:16])[N:15]=2)[C:7]1=[O:22]. (3) Given the reactants [OH:1][C:2]1[CH:7]=[CH:6][C:5]([C:8]2[CH:13]=[CH:12][C:11]([N+:14]([O-:16])=[O:15])=[CH:10][CH:9]=2)=[CH:4][CH:3]=1.Br[CH2:18][C:19]([O:21][CH3:22])=[O:20].[I-].[K+].C(=O)([O-])[O-].[K+].[K+], predict the reaction product. The product is: [CH3:22][O:21][C:19](=[O:20])[CH2:18][O:1][C:2]1[CH:3]=[CH:4][C:5]([C:8]2[CH:13]=[CH:12][C:11]([N+:14]([O-:16])=[O:15])=[CH:10][CH:9]=2)=[CH:6][CH:7]=1. (4) Given the reactants [Br:1][C:2]1[CH:7]=[CH:6][CH:5]=[CH:4][C:3]=1[OH:8].[OH-].[Na+].Br[CH2:12][CH2:13][C:14]([OH:16])=[O:15], predict the reaction product. The product is: [Br:1][C:2]1[CH:7]=[CH:6][CH:5]=[CH:4][C:3]=1[O:8][CH2:12][CH2:13][C:14]([OH:16])=[O:15]. (5) The product is: [CH2:12]([NH:11][C:7]1[N:6]=[C:5]2[N:4]([C@H:16]3[CH2:21][CH2:20][C@H:19]([OH:22])[CH2:18][CH2:17]3)[N:3]=[C:2]([C:32]3[CH:33]=[CH:34][C:35]([CH2:38][N:39]4[CH2:44][CH2:43][O:42][CH2:41][CH2:40]4)=[CH:36][CH:37]=3)[C:10]2=[CH:9][N:8]=1)[CH2:13][CH2:14][CH3:15]. Given the reactants Br[C:2]1[C:10]2[C:5](=[N:6][C:7]([NH:11][CH2:12][CH2:13][CH2:14][CH3:15])=[N:8][CH:9]=2)[N:4]([C@H:16]2[CH2:21][CH2:20][C@H:19]([OH:22])[CH2:18][CH2:17]2)[N:3]=1.B1([C:32]2[CH:37]=[CH:36][C:35]([CH2:38][N:39]3[CH2:44][CH2:43][O:42][CH2:41][CH2:40]3)=[CH:34][CH:33]=2)OC(C)(C)C(C)(C)O1.C(=O)([O-])[O-].[K+].[K+], predict the reaction product. (6) Given the reactants [O:1]=[C:2]1[C:6](=[CH:7][C:8]2[CH:13]=[CH:12][C:11]([N:14]3[CH2:19][CH2:18][C:17](=O)[CH2:16][CH2:15]3)=[CH:10][CH:9]=2)[S:5][C:4](=[S:21])[NH:3]1.[NH2:22][CH2:23][C@H:24]([OH:33])[CH2:25][O:26][C:27]1[CH:32]=[CH:31][CH:30]=[CH:29][CH:28]=1.C(O[BH-](OC(=O)C)OC(=O)C)(=O)C.[Na+].C(O)(=O)C, predict the reaction product. The product is: [OH:33][C@H:24]([CH2:25][O:26][C:27]1[CH:32]=[CH:31][CH:30]=[CH:29][CH:28]=1)[CH2:23][NH:22][CH:17]1[CH2:18][CH2:19][N:14]([C:11]2[CH:12]=[CH:13][C:8]([CH:7]=[C:6]3[S:5][C:4](=[S:21])[NH:3][C:2]3=[O:1])=[CH:9][CH:10]=2)[CH2:15][CH2:16]1. (7) Given the reactants C[O:2][C:3]([C:5]1[C:9]([NH:10][C:11]([C:13]2[CH:18]=[CH:17][CH:16]=[C:15]([C:19]3[CH:20]=[N:21][N:22](C(OC(C)(C)C)=O)[CH:23]=3)[N:14]=2)=[O:12])=[CH:8][N:7]([CH3:31])[N:6]=1)=[O:4].O.[OH-].[Li+:34], predict the reaction product. The product is: [CH3:31][N:7]1[CH:8]=[C:9]([NH:10][C:11]([C:13]2[CH:18]=[CH:17][CH:16]=[C:15]([C:19]3[CH:20]=[N:21][NH:22][CH:23]=3)[N:14]=2)=[O:12])[C:5]([C:3]([O-:4])=[O:2])=[N:6]1.[Li+:34].